Dataset: Reaction yield outcomes from USPTO patents with 853,638 reactions. Task: Predict the reaction yield, written as a fraction of the theoretical maximum amount of product (1.0 means a 100% yield; for example, 0.34 means a 34% yield). (1) The reactants are [C:1]([O:5][C:6]([N:8]1[CH2:13][CH2:12][CH:11]([C:14]2[CH:19]=[CH:18][C:17]([NH:20][C:21]3[N:26]=[C:25](/[CH:27]=[CH:28]/[C:29]4[CH:30]=[C:31]([CH:36]=[CH:37][N:38]=4)[C:32]([O:34][CH3:35])=[O:33])[C:24]([C:39]([F:42])([F:41])[F:40])=[CH:23][N:22]=3)=[CH:16][CH:15]=2)[CH2:10][CH2:9]1)=[O:7])([CH3:4])([CH3:3])[CH3:2]. The catalyst is CO.[Pd]. The product is [C:1]([O:5][C:6]([N:8]1[CH2:13][CH2:12][CH:11]([C:14]2[CH:19]=[CH:18][C:17]([NH:20][C:21]3[N:26]=[C:25]([CH2:27][CH2:28][C:29]4[CH:30]=[C:31]([CH:36]=[CH:37][N:38]=4)[C:32]([O:34][CH3:35])=[O:33])[C:24]([C:39]([F:40])([F:41])[F:42])=[CH:23][N:22]=3)=[CH:16][CH:15]=2)[CH2:10][CH2:9]1)=[O:7])([CH3:4])([CH3:2])[CH3:3]. The yield is 0.630. (2) The reactants are [CH2:1]([O:8][N:9]1[C:15](=[O:16])[N:14]2[CH2:17][C@H:10]1[CH2:11][CH2:12][C@H:13]2[C:18]([OH:20])=O)[C:2]1[CH:7]=[CH:6][CH:5]=[CH:4][CH:3]=1.[NH2:21][O:22][CH2:23][CH2:24][O:25][CH:26]1[CH2:31][CH2:30][N:29]([C:32]([O:34][C:35]([CH3:38])([CH3:37])[CH3:36])=[O:33])[CH2:28][CH2:27]1.ON1C2C=CC=CC=2N=N1.Cl.C(N=C=NCCCN(C)C)C. The catalyst is C(Cl)Cl. The product is [CH2:1]([O:8][N:9]1[C:15](=[O:16])[N:14]2[CH2:17][C@H:10]1[CH2:11][CH2:12][C@H:13]2[C:18]([NH:21][O:22][CH2:23][CH2:24][O:25][CH:26]1[CH2:31][CH2:30][N:29]([C:32]([O:34][C:35]([CH3:38])([CH3:37])[CH3:36])=[O:33])[CH2:28][CH2:27]1)=[O:20])[C:2]1[CH:3]=[CH:4][CH:5]=[CH:6][CH:7]=1. The yield is 0.980. (3) The reactants are [C:1]([C:5]1[N:9]([CH2:10][CH:11]2[CH2:16][CH2:15][O:14][CH2:13][CH2:12]2)[C:8]2[CH:17]=[CH:18][C:19]([S:21](Cl)(=[O:23])=[O:22])=[CH:20][C:7]=2[N:6]=1)([CH3:4])([CH3:3])[CH3:2].[CH:25]1([NH2:29])[CH2:28][CH2:27][CH2:26]1. The catalyst is CN(C1C=CN=CC=1)C.CC#N. The product is [C:1]([C:5]1[N:9]([CH2:10][CH:11]2[CH2:16][CH2:15][O:14][CH2:13][CH2:12]2)[C:8]2[CH:17]=[CH:18][C:19]([S:21]([NH:29][CH:25]3[CH2:28][CH2:27][CH2:26]3)(=[O:23])=[O:22])=[CH:20][C:7]=2[N:6]=1)([CH3:4])([CH3:3])[CH3:2]. The yield is 0.420. (4) The reactants are [CH:1]1([S:4]([O:7][CH2:8][CH2:9][CH2:10][CH3:11])(=[O:6])=[O:5])[CH2:3][CH2:2]1.[Li][CH2:13]CCC.IC. The catalyst is C1COCC1. The product is [CH3:13][C:1]1([S:4]([O:7][CH2:8][CH2:9][CH2:10][CH3:11])(=[O:6])=[O:5])[CH2:3][CH2:2]1. The yield is 0.490. (5) The reactants are [F:1][C:2]1[C:3]([CH3:31])=[C:4]([CH:28]=[CH:29][CH:30]=1)[CH2:5][NH:6][C:7]([C:9]1([CH2:26][OH:27])[CH2:14][CH2:13][N:12]([C:15](=[O:25])[CH2:16][NH:17][C:18](=[O:24])[O:19][C:20]([CH3:23])([CH3:22])[CH3:21])[CH2:11][CH2:10]1)=[O:8].[CH2:32]([C:34]1[CH:39]=[CH:38][C:37]([N:40]=[C:41]=[O:42])=[CH:36][CH:35]=1)[CH3:33]. The catalyst is C1COCC1.CN(C1C=CN=CC=1)C. The product is [CH2:32]([C:34]1[CH:39]=[CH:38][C:37]([NH:40][C:41](=[O:42])[O:27][CH2:26][C:9]2([C:7](=[O:8])[NH:6][CH2:5][C:4]3[CH:28]=[CH:29][CH:30]=[C:2]([F:1])[C:3]=3[CH3:31])[CH2:14][CH2:13][N:12]([C:15](=[O:25])[CH2:16][NH:17][C:18]([O:19][C:20]([CH3:23])([CH3:22])[CH3:21])=[O:24])[CH2:11][CH2:10]2)=[CH:36][CH:35]=1)[CH3:33]. The yield is 0.0500. (6) The reactants are [CH2:1]([N:8]1[CH2:13][N:12](CC2C=CC(OC)=CC=2OC)[CH2:11][N:10]([C:25]2[CH:26]=[N:27][N:28]([CH2:30][C:31]3[C:32]([CH3:37])=[N:33][O:34][C:35]=3[CH3:36])[CH:29]=2)[C:9]1=[O:38])[C:2]1[CH:7]=[CH:6][CH:5]=[CH:4][CH:3]=1.C1(OC)C=CC=CC=1.FC(F)(F)C(O)=O.ClCCl. The catalyst is ClCCl. The product is [CH2:1]([N:8]1[CH2:13][NH:12][CH2:11][N:10]([C:25]2[CH:26]=[N:27][N:28]([CH2:30][C:31]3[C:32]([CH3:37])=[N:33][O:34][C:35]=3[CH3:36])[CH:29]=2)[C:9]1=[O:38])[C:2]1[CH:3]=[CH:4][CH:5]=[CH:6][CH:7]=1. The yield is 0.620. (7) The reactants are [BH4-].[Na+].[O:3]=[C:4]1[CH2:18][C@@H:7]2[CH2:8][N:9]([C:11]([O:13][C:14]([CH3:17])([CH3:16])[CH3:15])=[O:12])[CH2:10][C@@H:6]2[CH2:5]1. The catalyst is CO. The product is [OH:3][CH:4]1[CH2:18][C@@H:7]2[CH2:8][N:9]([C:11]([O:13][C:14]([CH3:16])([CH3:15])[CH3:17])=[O:12])[CH2:10][C@@H:6]2[CH2:5]1. The yield is 0.980. (8) The reactants are [C:1]1([CH2:7][C:8]([OH:10])=O)[CH:6]=[CH:5][CH:4]=[CH:3][CH:2]=1.C(Cl)(=O)C(Cl)=O.[Br:17][C:18]1[CH:23]=[CH:22][C:21]([O:24]C)=[CH:20][CH:19]=1.[Al+3].[Cl-].[Cl-].[Cl-]. The catalyst is ClCCl.CN(C=O)C. The product is [Br:17][C:18]1[CH:19]=[CH:20][C:21]([OH:24])=[C:22]([C:8](=[O:10])[CH2:7][C:1]2[CH:2]=[CH:3][CH:4]=[CH:5][CH:6]=2)[CH:23]=1. The yield is 0.660.